This data is from Full USPTO retrosynthesis dataset with 1.9M reactions from patents (1976-2016). The task is: Predict the reactants needed to synthesize the given product. (1) Given the product [CH3:7][O:8][C:9]1[CH:14]=[CH:13][CH:12]=[CH:11][C:10]=1[N:15]1[C@H:16]([CH2:25][OH:26])[CH2:17][CH2:18][C@@H:19]1[CH2:20][OH:21], predict the reactants needed to synthesize it. The reactants are: [H-].[Al+3].[Li+].[H-].[H-].[H-].[CH3:7][O:8][C:9]1[CH:14]=[CH:13][CH:12]=[CH:11][C:10]=1[N:15]1[C@H:19]([C:20](OCC)=[O:21])[CH2:18][CH2:17][C@@H:16]1[C:25](OCC)=[O:26]. (2) Given the product [Cl:1][C:2]1[C:14]2[C:13]3[C:8](=[CH:9][CH:10]=[C:11]4[CH:18]=[C:17]([O:19][CH2:23][CH2:24][CH2:25][N:26]5[CH2:31][CH2:30][CH2:29][CH2:28][CH2:27]5)[CH:16]=[CH:15][C:12]4=3)[NH:7][C:6]=2[C:5]([CH3:20])=[CH:4][N:3]=1, predict the reactants needed to synthesize it. The reactants are: [Cl:1][C:2]1[C:14]2[C:13]3[C:8](=[CH:9][CH:10]=[C:11]4[CH:18]=[C:17]([OH:19])[CH:16]=[CH:15][C:12]4=3)[NH:7][C:6]=2[C:5]([CH3:20])=[CH:4][N:3]=1.Cl.Cl[CH2:23][CH2:24][CH2:25][N:26]1[CH2:31][CH2:30][CH2:29][CH2:28][CH2:27]1. (3) Given the product [NH2:8][C:5]1[N:6]=[CH:7][C:2]([C:17]2[CH2:22][CH2:21][N:20]([C:23]([O:25][C:26]([CH3:29])([CH3:28])[CH3:27])=[O:24])[CH2:19][CH:18]=2)=[CH:3][CH:4]=1, predict the reactants needed to synthesize it. The reactants are: Br[C:2]1[CH:3]=[CH:4][C:5]([NH2:8])=[N:6][CH:7]=1.CC1(C)C(C)(C)OB([C:17]2[CH2:22][CH2:21][N:20]([C:23]([O:25][C:26]([CH3:29])([CH3:28])[CH3:27])=[O:24])[CH2:19][CH:18]=2)O1.C([O-])([O-])=O.[K+].[K+]. (4) Given the product [Br:4][C:5]1[CH:6]=[CH:7][C:8]([CH2:9][C@@:10]23[CH2:28][C@@H:27]([O:29][Si:30]([C:33]([CH3:34])([CH3:35])[CH3:36])([CH3:31])[CH3:32])[CH2:26][N:11]2[S:12](=[O:24])(=[O:25])[C:13]([C:16]2[CH:21]=[C:20]([Cl:22])[CH:19]=[C:18]([Cl:23])[CH:17]=2)=[C:14]3[O:15][CH3:3])=[CH:37][CH:38]=1, predict the reactants needed to synthesize it. The reactants are: [N+](=[CH2:3])=[N-].[Br:4][C:5]1[CH:38]=[CH:37][C:8]([CH2:9][C@@:10]23[CH2:28][C@@H:27]([O:29][Si:30]([C:33]([CH3:36])([CH3:35])[CH3:34])([CH3:32])[CH3:31])[CH2:26][N:11]2[S:12](=[O:25])(=[O:24])[C:13]([C:16]2[CH:21]=[C:20]([Cl:22])[CH:19]=[C:18]([Cl:23])[CH:17]=2)=[C:14]3[OH:15])=[CH:7][CH:6]=1. (5) Given the product [CH:1]([C:4]1[C:8]([CH2:9][O:10][C:22]2[CH:23]=[C:24]([CH2:28][C:29]([OH:31])=[O:30])[CH:25]=[CH:26][CH:27]=2)=[CH:7][N:6]([C:11]2[CH:16]=[CH:15][C:14]([C:17]([F:19])([F:20])[F:18])=[CH:13][CH:12]=2)[N:5]=1)([CH3:3])[CH3:2], predict the reactants needed to synthesize it. The reactants are: [CH:1]([C:4]1[C:8]([CH2:9][OH:10])=[CH:7][N:6]([C:11]2[CH:16]=[CH:15][C:14]([C:17]([F:20])([F:19])[F:18])=[CH:13][CH:12]=2)[N:5]=1)([CH3:3])[CH3:2].O[C:22]1[CH:23]=[C:24]([CH2:28][C:29]([O:31]C)=[O:30])[CH:25]=[CH:26][CH:27]=1.C(P(CCCC)CCCC)CCC.N(C(N1CCCCC1)=O)=NC(N1CCCCC1)=O. (6) Given the product [Cl:28][C:17]1[N:16]=[C:15]2[C:20]([N:12]([CH2:11][C@H:8]3[CH2:7][CH2:6][C@H:5]([CH2:3][OH:2])[CH2:10][CH2:9]3)[CH:13]=[N:14]2)=[C:19]([NH:21][C@@H:22]([CH:24]2[CH2:25][CH2:26][CH2:27]2)[CH3:23])[N:18]=1, predict the reactants needed to synthesize it. The reactants are: C[O:2][C:3]([C@H:5]1[CH2:10][CH2:9][C@H:8]([CH2:11][N:12]2[C:20]3[C:15](=[N:16][C:17]([Cl:28])=[N:18][C:19]=3[NH:21][C@@H:22]([CH:24]3[CH2:27][CH2:26][CH2:25]3)[CH3:23])[N:14]=[CH:13]2)[CH2:7][CH2:6]1)=O.[H-].[H-].[H-].[H-].[Li+].[Al+3].[OH-].[Na+].O. (7) Given the product [CH3:1][C@:2]12[C@@:19]3([CH3:20])[C@@H:10]([C@:11]4([CH3:36])[C@@H:16]([CH2:17][CH2:18]3)[C:15]([CH3:21])([CH3:22])[C:14]([C:23]3[CH:35]=[CH:34][C:26]([C:27]([OH:29])=[O:28])=[CH:25][CH:24]=3)=[CH:13][CH2:12]4)[CH2:9][CH2:8][C@@H:7]1[C@H:6]1[C@H:37]([C:40]([CH3:42])=[CH2:41])[CH2:38][CH2:39][C@:5]1([CH2:43][NH:44][CH2:45][CH2:46][CH2:47][N:48]1[CH2:49][CH2:50][O:51][CH2:52][CH2:53]1)[CH2:4][CH2:3]2, predict the reactants needed to synthesize it. The reactants are: [CH3:1][C@:2]12[C@@:19]3([CH3:20])[C@@H:10]([C@:11]4([CH3:36])[C@@H:16]([CH2:17][CH2:18]3)[C:15]([CH3:22])([CH3:21])[C:14]([C:23]3[CH:35]=[CH:34][C:26]([C:27]([O:29]C(C)(C)C)=[O:28])=[CH:25][CH:24]=3)=[CH:13][CH2:12]4)[CH2:9][CH2:8][C@@H:7]1[C@H:6]1[C@H:37]([C:40]([CH3:42])=[CH2:41])[CH2:38][CH2:39][C@:5]1([CH2:43][NH:44][CH2:45][CH2:46][CH2:47][N:48]1[CH2:53][CH2:52][O:51][CH2:50][CH2:49]1)[CH2:4][CH2:3]2.C(O)(C(F)(F)F)=O. (8) Given the product [F:18][C:19]1[CH:20]=[C:21]([C:2]2[C:10]3[N:9]4[CH2:11][CH2:12][NH:13][C:14](=[O:15])[C:8]4=[CH:7][C:6]=3[CH:5]=[C:4]([O:16][CH3:17])[CH:3]=2)[CH:22]=[CH:23][C:24]=1[F:25], predict the reactants needed to synthesize it. The reactants are: Br[C:2]1[C:10]2[N:9]3[CH2:11][CH2:12][NH:13][C:14](=[O:15])[C:8]3=[CH:7][C:6]=2[CH:5]=[C:4]([O:16][CH3:17])[CH:3]=1.[F:18][C:19]1[CH:20]=[C:21](B(O)O)[CH:22]=[CH:23][C:24]=1[F:25].